This data is from Reaction yield outcomes from USPTO patents with 853,638 reactions. The task is: Predict the reaction yield, written as a fraction of the theoretical maximum amount of product (1.0 means a 100% yield; for example, 0.34 means a 34% yield). (1) The reactants are ClC(Cl)(Cl)[C:3]([C:5]1[N:6]([CH3:12])[C:7]([Br:11])=[C:8]([Br:10])[CH:9]=1)=[O:4].[C:15](=O)([O-])[O-:16].[K+].[K+]. The catalyst is CO. The product is [CH3:15][O:16][C:3]([C:5]1[N:6]([CH3:12])[C:7]([Br:11])=[C:8]([Br:10])[CH:9]=1)=[O:4]. The yield is 0.920. (2) The reactants are [CH3:1][O:2][C:3]1[CH:12]=[C:11]2[C:6]([CH2:7][CH2:8][CH:9]=[C:10]2[CH2:13][C:14]#[N:15])=[CH:5][CH:4]=1.C(OCC=C)(=O)C(C)=C. The catalyst is C1(C)C=CC=CC=1.[Pd]. The product is [CH3:1][O:2][C:3]1[CH:12]=[C:11]2[C:6]([CH:7]=[CH:8][CH:9]=[C:10]2[CH2:13][C:14]#[N:15])=[CH:5][CH:4]=1. The yield is 0.910. (3) The reactants are NC1[C:3]([Br:13])=[C:4]([C:8]([O:10][CH2:11][CH3:12])=[O:9])[S:5][C:6]=1[Br:7].[H-].[Na+].IC.[CH3:18][N:19]([CH:21]=O)[CH3:20]. No catalyst specified. The product is [Br:13][C:3]1[C:21]([N:19]([CH3:18])[CH3:20])=[C:6]([Br:7])[S:5][C:4]=1[C:8]([O:10][CH2:11][CH3:12])=[O:9]. The yield is 0.590. (4) The reactants are [OH:1][C:2]1[CH:3]=[C:4]([OH:11])[C:5](=[CH:8][C:9]=1[OH:10])[CH:6]=O.CC1(C)O[C:18](=[O:19])[CH2:17][C:15](=[O:16])[O:14]1. The catalyst is O. The product is [OH:10][C:9]1[CH:8]=[C:5]2[C:4](=[CH:3][C:2]=1[OH:1])[O:11][C:18](=[O:19])[C:17]([C:15]([OH:16])=[O:14])=[CH:6]2. The yield is 0.880. (5) The reactants are C([O:4][C:5]1[CH:10]=[C:9]([Cl:11])[C:8]([CH2:12][C:13]2[CH:18]=[CH:17][C:16]([O:19][CH2:20][CH3:21])=[CH:15][CH:14]=2)=[CH:7][C:6]=1[C@H:22]1[C@H:27]([O:28][CH2:29][C:30]2[CH:35]=[CH:34][CH:33]=[CH:32][CH:31]=2)[C@@H:26]([O:36][CH2:37][C:38]2[CH:43]=[CH:42][CH:41]=[CH:40][CH:39]=2)[C@H:25]([O:44][CH2:45][C:46]2[CH:51]=[CH:50][CH:49]=[CH:48][CH:47]=2)[C@@H:24]([CH2:52][O:53][CH2:54][C:55]2[CH:60]=[CH:59][CH:58]=[CH:57][CH:56]=2)[O:23]1)C=C.[BH4-].[Na+].[NH4+].[Cl-]. The catalyst is C1COCC1.C1C=CC([P]([Pd]([P](C2C=CC=CC=2)(C2C=CC=CC=2)C2C=CC=CC=2)([P](C2C=CC=CC=2)(C2C=CC=CC=2)C2C=CC=CC=2)[P](C2C=CC=CC=2)(C2C=CC=CC=2)C2C=CC=CC=2)(C2C=CC=CC=2)C2C=CC=CC=2)=CC=1. The product is [Cl:11][C:9]1[C:8]([CH2:12][C:13]2[CH:14]=[CH:15][C:16]([O:19][CH2:20][CH3:21])=[CH:17][CH:18]=2)=[CH:7][C:6]([C@H:22]2[C@H:27]([O:28][CH2:29][C:30]3[CH:35]=[CH:34][CH:33]=[CH:32][CH:31]=3)[C@@H:26]([O:36][CH2:37][C:38]3[CH:43]=[CH:42][CH:41]=[CH:40][CH:39]=3)[C@H:25]([O:44][CH2:45][C:46]3[CH:51]=[CH:50][CH:49]=[CH:48][CH:47]=3)[C@@H:24]([CH2:52][O:53][CH2:54][C:55]3[CH:60]=[CH:59][CH:58]=[CH:57][CH:56]=3)[O:23]2)=[C:5]([OH:4])[CH:10]=1. The yield is 0.680. (6) The reactants are [F:1][C:2]1[CH:3]=[C:4]2[C:8](=[CH:9][CH:10]=1)[NH:7][N:6]=[C:5]2[I:11].Cl[CH2:13][CH2:14][CH2:15][CH2:16][CH2:17][O:18][Si:19]([C:22]([CH3:25])([CH3:24])[CH3:23])([CH3:21])[CH3:20]. No catalyst specified. The product is [O:18]([CH2:17][CH2:16][CH2:15][CH2:14][CH2:13][N:7]1[C:8]2[C:4](=[CH:3][C:2]([F:1])=[CH:10][CH:9]=2)[C:5]([I:11])=[N:6]1)[Si:19]([C:22]([CH3:23])([CH3:24])[CH3:25])([CH3:20])[CH3:21]. The yield is 0.790.